Dataset: Full USPTO retrosynthesis dataset with 1.9M reactions from patents (1976-2016). Task: Predict the reactants needed to synthesize the given product. (1) Given the product [Cl:1][C:2]1[N:3]=[C:4]([C:9]([NH:11][CH:12]2[CH2:13][N:14]([C:16]3[S:17][C:18]([C:23]([OH:25])=[O:24])=[C:19]([CH2:21][CH3:22])[N:20]=3)[CH2:15]2)=[O:10])[NH:5][C:6]=1[CH2:7][CH3:8], predict the reactants needed to synthesize it. The reactants are: [Cl:1][C:2]1[N:3]=[C:4]([C:9]([NH:11][CH:12]2[CH2:15][N:14]([C:16]3[S:17][C:18]([C:23]([O:25]C)=[O:24])=[C:19]([CH2:21][CH3:22])[N:20]=3)[CH2:13]2)=[O:10])[NH:5][C:6]=1[CH2:7][CH3:8].[OH-].[Li+].O. (2) Given the product [NH:24]1[C:25]2[C:21](=[CH:20][C:19]([NH:18][C:11](=[O:13])[C:10]3[CH:14]=[CH:15][CH:16]=[CH:17][C:9]=3[NH:8][CH2:7][CH:4]3[CH2:3][CH2:2][O:1][CH2:6][CH2:5]3)=[CH:27][CH:26]=2)[CH:22]=[N:23]1, predict the reactants needed to synthesize it. The reactants are: [O:1]1[CH2:6][CH2:5][CH:4]([CH2:7][NH:8][C:9]2[CH:17]=[CH:16][CH:15]=[CH:14][C:10]=2[C:11]([OH:13])=O)[CH2:3][CH2:2]1.[NH2:18][C:19]1[CH:20]=[C:21]2[C:25](=[CH:26][CH:27]=1)[NH:24][N:23]=[CH:22]2.CN1CCOCC1. (3) Given the product [CH3:1][O:2][C:3](=[O:4])[CH2:5][CH2:6][C:7]1[CH:8]=[C:9]([CH3:26])[C:10]([C:14]2[NH:15][C:16]3[C:21]([CH:22]=2)=[CH:20][CH:19]=[C:18]([C:23](=[O:24])[NH:35][C:34]2[CH:36]=[CH:37][C:31]([C:27]([CH3:30])([CH3:29])[CH3:28])=[CH:32][CH:33]=2)[CH:17]=3)=[C:11]([CH3:13])[CH:12]=1, predict the reactants needed to synthesize it. The reactants are: [CH3:1][O:2][C:3]([CH2:5][CH2:6][C:7]1[CH:12]=[C:11]([CH3:13])[C:10]([C:14]2[NH:15][C:16]3[C:21]([CH:22]=2)=[CH:20][CH:19]=[C:18]([C:23](O)=[O:24])[CH:17]=3)=[C:9]([CH3:26])[CH:8]=1)=[O:4].[C:27]([C:31]1[CH:37]=[CH:36][C:34]([NH2:35])=[CH:33][CH:32]=1)([CH3:30])([CH3:29])[CH3:28].CCN=C=NCCCN(C)C.C1C=CC2N(O)N=NC=2C=1. (4) Given the product [Cl:1][C:2]1[C:10]([CH:49]=[CH2:50])=[CH:9][C:8]([C:19]2[N:20]([C:35]([O:37][C:38]([CH3:39])([CH3:40])[CH3:41])=[O:36])[C:21]3[C:26]([CH:27]=2)=[CH:25][C:24]([CH2:28][N:29]2[CH2:34][CH2:33][CH2:32][CH2:31][CH2:30]2)=[CH:23][CH:22]=3)=[C:7]2[C:3]=1[CH2:4][NH:5][C:6]2=[O:42], predict the reactants needed to synthesize it. The reactants are: [Cl:1][C:2]1[C:10](OS(C(F)(F)F)(=O)=O)=[CH:9][C:8]([C:19]2[N:20]([C:35]([O:37][C:38]([CH3:41])([CH3:40])[CH3:39])=[O:36])[C:21]3[C:26]([CH:27]=2)=[CH:25][C:24]([CH2:28][N:29]2[CH2:34][CH2:33][CH2:32][CH2:31][CH2:30]2)=[CH:23][CH:22]=3)=[C:7]2[C:3]=1[CH2:4][NH:5][C:6]2=[O:42].B1(C=C)OB([CH:49]=[CH2:50])OB(C=C)O1.C1C=CN=CC=1.C(=O)([O-])[O-].[K+].[K+].O. (5) Given the product [CH3:1][N:2]1[C@@H:19]2[CH2:20][C:7]3[CH:8]=[CH:9][C:10]([O:22][CH3:23])=[C:11]4[O:12][C@H:13]5[C:14]([CH2:16][CH2:17][C@:18]2([OH:21])[C@:5]5([C:6]=34)[CH2:4][CH2:3]1)=[O:15].[ClH:24], predict the reactants needed to synthesize it. The reactants are: [CH3:1][N:2]1[C@@H:19]2[CH2:20][C:7]3[CH:8]=[CH:9][C:10]([O:22][CH3:23])=[C:11]4[O:12][C@H:13]5[C:14]([CH2:16][CH2:17][C@:18]2([OH:21])[C@:5]5([C:6]=34)[CH2:4][CH2:3]1)=[O:15].[ClH:24].[H][H]. (6) Given the product [CH2:1]([O:8][C:9]1[CH:16]=[CH:15][C:14]([O:19][B:18]([OH:27])[OH:23])=[CH:13][C:10]=1[C:11]#[N:12])[C:2]1[CH:7]=[CH:6][CH:5]=[CH:4][CH:3]=1, predict the reactants needed to synthesize it. The reactants are: [CH2:1]([O:8][C:9]1[CH:16]=[CH:15][C:14](Br)=[CH:13][C:10]=1[C:11]#[N:12])[C:2]1[CH:7]=[CH:6][CH:5]=[CH:4][CH:3]=1.[B:18]([O:27]C(C)C)([O:23]C(C)C)[O:19]C(C)C.C([Li])CCC.CCCCCC.Cl.